This data is from Catalyst prediction with 721,799 reactions and 888 catalyst types from USPTO. The task is: Predict which catalyst facilitates the given reaction. Reactant: C(=O)([O-])[O-].[K+].[K+].[NH2:7][C:8]1[C:23]([CH3:24])=[CH:22][C:21]([Cl:25])=[CH:20][C:9]=1[C:10]([N:12]=[S:13]([CH:17]([CH3:19])[CH3:18])[CH:14]([CH3:16])[CH3:15])=[O:11].[Cl:26][C:27]1[C:28]([N:33]2[C:37]([C:38](Cl)=[O:39])=[CH:36][C:35]([C:41]([F:44])([F:43])[F:42])=[N:34]2)=[N:29][CH:30]=[CH:31][CH:32]=1. Product: [Cl:26][C:27]1[C:28]([N:33]2[C:37]([C:38]([NH:7][C:8]3[C:9]([C:10](=[O:11])[N:12]=[S:13]([CH:17]([CH3:18])[CH3:19])[CH:14]([CH3:16])[CH3:15])=[CH:20][C:21]([Cl:25])=[CH:22][C:23]=3[CH3:24])=[O:39])=[CH:36][C:35]([C:41]([F:44])([F:42])[F:43])=[N:34]2)=[N:29][CH:30]=[CH:31][CH:32]=1. The catalyst class is: 4.